Dataset: Catalyst prediction with 721,799 reactions and 888 catalyst types from USPTO. Task: Predict which catalyst facilitates the given reaction. (1) Reactant: [CH3:1][O:2][C:3]1[CH:4]=[C:5]([C:11]2[S:15][C:14]3=[N:16][CH:17]=[C:18](I)[N:13]3[N:12]=2)[CH:6]=[CH:7][C:8]=1[O:9][CH3:10].[C:20]([O:24][C:25]([N:27]1[CH2:32][CH2:31][N:30]([C:33]2[C:38]([C:39]([F:42])([F:41])[F:40])=[CH:37][C:36](B3OC(C)(C)C(C)(C)O3)=[CH:35][N:34]=2)[CH2:29][CH2:28]1)=[O:26])([CH3:23])([CH3:22])[CH3:21].C([O-])([O-])=O.[Na+].[Na+]. Product: [C:20]([O:24][C:25]([N:27]1[CH2:28][CH2:29][N:30]([C:33]2[C:38]([C:39]([F:42])([F:40])[F:41])=[CH:37][C:36]([C:18]3[N:13]4[C:14]([S:15][C:11]([C:5]5[CH:6]=[CH:7][C:8]([O:9][CH3:10])=[C:3]([O:2][CH3:1])[CH:4]=5)=[N:12]4)=[N:16][CH:17]=3)=[CH:35][N:34]=2)[CH2:31][CH2:32]1)=[O:26])([CH3:23])([CH3:21])[CH3:22]. The catalyst class is: 12. (2) Reactant: [N+:1]([C:4]1[CH:12]=[C:11]2[C:7]([CH:8]=[CH:9][NH:10]2)=[CH:6][CH:5]=1)([O-:3])=[O:2].C[Si]([N-][Si](C)(C)C)(C)C.[Na+].[CH3:23][S:24](Cl)(=[O:26])=[O:25]. Product: [CH3:23][S:24]([N:10]1[C:11]2[C:7](=[CH:6][CH:5]=[C:4]([N+:1]([O-:3])=[O:2])[CH:12]=2)[CH:8]=[CH:9]1)(=[O:26])=[O:25]. The catalyst class is: 1.